Dataset: Catalyst prediction with 721,799 reactions and 888 catalyst types from USPTO. Task: Predict which catalyst facilitates the given reaction. (1) Reactant: [CH3:1][C@@H:2]1[CH2:7][NH:6][CH2:5][CH2:4][N:3]1[C:8]([O:10][CH2:11][C:12]1[CH:17]=[CH:16][CH:15]=[CH:14][CH:13]=1)=[O:9].[NH2:18][C:19]1[C:20]([F:27])=[C:21]([CH:24]=[CH:25][CH:26]=1)[CH:22]=O. Product: [NH2:18][C:19]1[C:20]([F:27])=[C:21]([CH:24]=[CH:25][CH:26]=1)[CH2:22][N:6]1[CH2:5][CH2:4][N:3]([C:8]([O:10][CH2:11][C:12]2[CH:17]=[CH:16][CH:15]=[CH:14][CH:13]=2)=[O:9])[C@H:2]([CH3:1])[CH2:7]1. The catalyst class is: 1. (2) Reactant: Br[CH2:2][C:3]([C:5]1[CH:10]=[CH:9][C:8]([CH2:11][C@H:12]([NH:25][C:26](=[O:32])[O:27][C:28]([CH3:31])([CH3:30])[CH3:29])[CH2:13][N:14]2[C:22](=[O:23])[C:21]3[C:16](=[CH:17][CH:18]=[CH:19][CH:20]=3)[C:15]2=[O:24])=[CH:7][CH:6]=1)=O.[Br:33][C:34]1[C:35]([NH2:40])=[N:36][CH:37]=[CH:38][CH:39]=1.C(=O)(O)[O-].[Na+]. Product: [Br:33][C:34]1[C:35]2[N:36]([CH:2]=[C:3]([C:5]3[CH:6]=[CH:7][C:8]([CH2:11][C@H:12]([NH:25][C:26](=[O:32])[O:27][C:28]([CH3:30])([CH3:29])[CH3:31])[CH2:13][N:14]4[C:15](=[O:24])[C:16]5[C:21](=[CH:20][CH:19]=[CH:18][CH:17]=5)[C:22]4=[O:23])=[CH:9][CH:10]=3)[N:40]=2)[CH:37]=[CH:38][CH:39]=1. The catalyst class is: 32. (3) Reactant: [Cl:1][C:2]1[CH:7]=[CH:6][C:5]([N:8]2[C:12]([CH3:13])=[C:11]([C:14]([NH:16][C:17]3[CH:18]=[N:19][C:20]([N:26]4[CH2:35][CH2:34][C:29]5(OCC[O:30]5)[CH2:28][CH2:27]4)=[C:21]([CH:23]4[CH2:25][CH2:24]4)[CH:22]=3)=[O:15])[CH:10]=[N:9]2)=[CH:4][CH:3]=1.Cl.O.[OH-].[Na+]. Product: [Cl:1][C:2]1[CH:7]=[CH:6][C:5]([N:8]2[C:12]([CH3:13])=[C:11]([C:14]([NH:16][C:17]3[CH:18]=[N:19][C:20]([N:26]4[CH2:27][CH2:28][C:29](=[O:30])[CH2:34][CH2:35]4)=[C:21]([CH:23]4[CH2:25][CH2:24]4)[CH:22]=3)=[O:15])[CH:10]=[N:9]2)=[CH:4][CH:3]=1. The catalyst class is: 15. (4) Reactant: C[Si]([N-][Si](C)(C)C)(C)C.[Na+].[O:11]=[C:12]1[CH2:20][C:19]2[C:14](=[CH:15][CH:16]=[CH:17][C:18]=2[C@H:21]2[CH2:25][CH2:24][CH2:23][N:22]2[C:26]([O:28][C:29]([CH3:32])([CH3:31])[CH3:30])=[O:27])[NH:13]1.Cl.[CH2:34]([N:41]([CH2:45][CH2:46]Cl)[CH2:42][CH2:43]Cl)[C:35]1[CH:40]=[CH:39][CH:38]=[CH:37][CH:36]=1. Product: [CH2:34]([N:41]1[CH2:45][CH2:46][C:20]2([C:19]3[C:14](=[CH:15][CH:16]=[CH:17][C:18]=3[C@H:21]3[CH2:25][CH2:24][CH2:23][N:22]3[C:26]([O:28][C:29]([CH3:32])([CH3:31])[CH3:30])=[O:27])[NH:13][C:12]2=[O:11])[CH2:43][CH2:42]1)[C:35]1[CH:40]=[CH:39][CH:38]=[CH:37][CH:36]=1. The catalyst class is: 1. (5) Reactant: CN(C=O)C.[CH2:6]([C:13]1[CH:14]=[N:15][C:16]2[C:21]([C:22]=1[OH:23])=[CH:20][CH:19]=[CH:18][C:17]=2[C:24]([F:27])([F:26])[F:25])[C:7]1[CH:12]=[CH:11][CH:10]=[CH:9][CH:8]=1.[Br:28][CH2:29][CH2:30][CH2:31][CH2:32][CH2:33][CH2:34]Br.C(=O)([O-])[O-].[K+].[K+]. Product: [CH2:6]([C:13]1[CH:14]=[N:15][C:16]2[C:21]([C:22]=1[O:23][CH2:34][CH2:33][CH2:32][CH2:31][CH2:30][CH2:29][Br:28])=[CH:20][CH:19]=[CH:18][C:17]=2[C:24]([F:27])([F:25])[F:26])[C:7]1[CH:8]=[CH:9][CH:10]=[CH:11][CH:12]=1. The catalyst class is: 6. (6) Reactant: Cl[C:2]1[CH:3]=[C:4]([CH:9]=[CH:10][CH:11]=1)[C:5]([O:7]O)=O.[N:12]1([C:18]([O-:20])=O)[CH2:17][CH2:16][CH:15]=[CH:14][CH2:13]1.CC[O:23]CC. Product: [CH:14]12[O:23][CH:15]1[CH2:16][CH2:17][N:12]([C:18]([O:7][CH2:5][C:4]1[CH:3]=[CH:2][CH:11]=[CH:10][CH:9]=1)=[O:20])[CH2:13]2. The catalyst class is: 2. (7) Product: [CH3:1][C:2]1[CH:11]=[C:10]([Cl:26])[C:9]2[C:4](=[C:5]([C:16]3[CH:21]=[CH:20][C:19]([Cl:22])=[CH:18][C:17]=3[Cl:23])[N:6]=[CH:7][CH:8]=2)[N:3]=1. The catalyst class is: 400. Reactant: [CH3:1][C:2]1[C:11](C(O)=O)=[C:10](O)[C:9]2[C:4](=[C:5]([C:16]3[CH:21]=[CH:20][C:19]([Cl:22])=[CH:18][C:17]=3[Cl:23])[N:6]=[CH:7][CH:8]=2)[N:3]=1.O=P(Cl)(Cl)[Cl:26].C([O-])(O)=O.[Na+].